Dataset: Full USPTO retrosynthesis dataset with 1.9M reactions from patents (1976-2016). Task: Predict the reactants needed to synthesize the given product. (1) Given the product [C:2]12([CH:13]([CH3:14])[C:12]([OH:23])=[O:11])[O:8][CH:5]([CH2:4][CH2:3]1)[CH2:6][CH2:7]2, predict the reactants needed to synthesize it. The reactants are: O[CH:2]1[CH2:7][CH2:6][C:5](=[O:8])[CH2:4][CH2:3]1.C([O:11][C:12](=[O:23])[CH:13](P(OCC)(OCC)=O)[CH3:14])C.[H-].[Na+].[OH-].[K+]. (2) Given the product [F:29][C:30]([F:43])([F:42])[S:31]([O:1][C:2]1[C:3]2[C:8](=[CH:7][C:6]([C:12]#[N:13])=[CH:5][CH:4]=2)[CH2:9][CH2:10][CH:11]=1)(=[O:33])=[O:32], predict the reactants needed to synthesize it. The reactants are: [O:1]=[C:2]1[CH2:11][CH2:10][CH2:9][C:8]2[CH:7]=[C:6]([C:12]#[N:13])[CH:5]=[CH:4][C:3]1=2.C(C1C=C(C)C=C(C(C)(C)C)N=1)(C)(C)C.[F:29][C:30]([F:43])([F:42])[S:31](O[S:31]([C:30]([F:43])([F:42])[F:29])(=[O:33])=[O:32])(=[O:33])=[O:32].CCCCCCC.